This data is from Catalyst prediction with 721,799 reactions and 888 catalyst types from USPTO. The task is: Predict which catalyst facilitates the given reaction. (1) Reactant: [Cl:1][C:2]1[CH:7]=[CH:6][C:5]([O:8][C:9]([F:12])([F:11])[F:10])=[CH:4][C:3]=1[CH:13]=C.C[OH:16]. Product: [Cl:1][C:2]1[CH:7]=[CH:6][C:5]([O:8][C:9]([F:12])([F:11])[F:10])=[CH:4][C:3]=1[CH:13]=[O:16]. The catalyst class is: 4. (2) Reactant: Cl[C:2]1[N:7]=[C:6]([NH:8][C:9]2[CH:10]=[N:11][C:12]([O:15][CH3:16])=[CH:13][CH:14]=2)[C:5]([I:17])=[CH:4][N:3]=1.[CH3:18][O-:19].[Na+].CO. Product: [I:17][C:5]1[C:6]([NH:8][C:9]2[CH:10]=[N:11][C:12]([O:15][CH3:16])=[CH:13][CH:14]=2)=[N:7][C:2]([O:19][CH3:18])=[N:3][CH:4]=1. The catalyst class is: 6. (3) Reactant: [NH2:1][C:2]1[CH:3]=[CH:4][C:5]([O:26][C:27]([F:30])([F:29])[F:28])=[C:6]([NH:8][C:9]2[N:18]=[CH:17][C:16]3[CH2:15][CH2:14][C:13]4[C:19]([C:23]([NH2:25])=[O:24])=[N:20][N:21]([CH3:22])[C:12]=4[C:11]=3[N:10]=2)[CH:7]=1.CN(C)C=O.CCN(C(C)C)C(C)C.[C:45]([N:52]1[CH2:59][CH2:58][CH2:57][C@H:53]1[C:54](O)=[O:55])([O:47]C(C)(C)C)=[O:46]. Product: [NH:52]1[CH2:59][CH2:58][CH2:57][CH:53]1[C:54]([NH:1][C:2]1[CH:3]=[CH:4][C:5]([O:26][C:27]([F:29])([F:28])[F:30])=[C:6]([NH:8][C:9]2[N:18]=[CH:17][C:16]3[CH2:15][CH2:14][C:13]4[C:19]([C:23]([NH2:25])=[O:24])=[N:20][N:21]([CH3:22])[C:12]=4[C:11]=3[N:10]=2)[CH:7]=1)=[O:55].[F:30][C:27]([F:28])([F:29])[C:45]([O-:47])=[O:46]. The catalyst class is: 6. (4) Reactant: O[C:2]1[CH:10]=[CH:9][CH:8]=[C:7]2[C:3]=1[CH:4]=[CH:5][NH:6]2.C([BH3-])#N.[Na+]. Product: [NH:6]1[C:7]2[C:3](=[CH:2][CH:10]=[CH:9][CH:8]=2)[CH2:4][CH2:5]1. The catalyst class is: 15. (5) Reactant: [H-].[Na+].[OH:3][C:4]1[CH:9]=[CH:8][CH:7]=[CH:6][C:5]=1[C:10](=[O:12])[CH3:11].[CH3:13][O:14][CH2:15]Cl.C(=O)([O-])O.[Na+]. Product: [CH3:13][O:14][CH2:15][O:3][C:4]1[CH:9]=[CH:8][CH:7]=[CH:6][C:5]=1[C:10](=[O:12])[CH3:11]. The catalyst class is: 1. (6) Reactant: C([O:3][CH:4]1[C:8]([CH3:9])=[CH:7][C:6](=[O:10])[O:5]1)C.[Cl-:11].[Al+3].[Cl-].[Cl-].ClCl.C([O-])(=O)C.[Na+]. Product: [Cl:11][C:7]1[C:6](=[O:10])[O:5][CH:4]([OH:3])[C:8]=1[CH3:9]. The catalyst class is: 4. (7) Reactant: [S:1]1[C:6]2[CH:7]=[CH:8][CH:9]=[CH:10][C:5]=2[NH:4][C:3](=O)[CH2:2]1.C[C:13]([CH3:16])([O-:15])C.[K+].[C:18]([OH:21])(=O)[CH3:19].[CH3:22][N:23](C=O)C. Product: [CH:22]1[N:4]2[C:3]([CH2:2][S:1][C:6]3[CH:7]=[CH:8][CH:9]=[CH:10][C:5]=32)=[C:19]([C:18]([O:15][CH2:13][CH3:16])=[O:21])[N:23]=1. The catalyst class is: 6.